From a dataset of HIV replication inhibition screening data with 41,000+ compounds from the AIDS Antiviral Screen. Binary Classification. Given a drug SMILES string, predict its activity (active/inactive) in a high-throughput screening assay against a specified biological target. (1) The compound is S=C(S)N1CCCCC1.[NaH]. The result is 0 (inactive). (2) The molecule is O=C1c2cccc(NCCCNCCO)c2C(=O)c2cccc(NCCCNCCO)c21. The result is 0 (inactive). (3) The drug is COC(=O)C=C(C=C1C(C#N)=C(N)N(c2ccc(Cl)cc2)C1(C)C(=CC(=O)OC)C(=O)OC)C(=O)OC. The result is 0 (inactive). (4) The molecule is N=C1SC2CCCCCCC2S1. The result is 0 (inactive).